From a dataset of Forward reaction prediction with 1.9M reactions from USPTO patents (1976-2016). Predict the product of the given reaction. (1) Given the reactants [NH2:1][C:2]1[N:7]=[CH:6][N:5]=[C:4]2[N:8]([C@@H:30]3[CH2:34][CH2:33][N:32]([C:35](OC(C)(C)C)=[O:36])[CH2:31]3)[N:9]=[C:10]([C:11]3[CH:16]=[CH:15][C:14]([C:17](=[O:29])[NH:18][C:19]4[CH:24]=[C:23]([C:25]([F:28])([F:27])[F:26])[CH:22]=[CH:21][N:20]=4)=[CH:13][CH:12]=3)[C:3]=12.[C:42](O)(=O)[C:43]#[C:44]C.C1CN([P+](ON2N=NC3C=CC=CC2=3)(N2CCCC2)N2CCCC2)CC1.F[P-](F)(F)(F)(F)F.CCN(C(C)C)C(C)C, predict the reaction product. The product is: [NH2:1][C:2]1[N:7]=[CH:6][N:5]=[C:4]2[N:8]([C@@H:30]3[CH2:34][CH2:33][N:32]([C:35](=[O:36])[C:42]#[C:43][CH3:44])[CH2:31]3)[N:9]=[C:10]([C:11]3[CH:12]=[CH:13][C:14]([C:17]([NH:18][C:19]4[CH:24]=[C:23]([C:25]([F:26])([F:27])[F:28])[CH:22]=[CH:21][N:20]=4)=[O:29])=[CH:15][CH:16]=3)[C:3]=12. (2) Given the reactants C([O:8][C:9]([C:11]1[CH:12]=[C:13]([C:33]2[CH:38]=[C:37]([CH:39]([CH3:41])[CH3:40])[CH:36]=[CH:35][C:34]=2[O:42][CH3:43])[C:14]([O:25][CH2:26][C:27]2[CH:32]=[CH:31][CH:30]=[CH:29][CH:28]=2)=[CH:15][C:16]=1[O:17][CH2:18][C:19]1[CH:24]=[CH:23][CH:22]=[CH:21][CH:20]=1)=[O:10])C1C=CC=CC=1.[Li+].[OH-].Cl, predict the reaction product. The product is: [CH2:18]([O:17][C:16]1[CH:15]=[C:14]([O:25][CH2:26][C:27]2[CH:32]=[CH:31][CH:30]=[CH:29][CH:28]=2)[C:13]([C:33]2[CH:38]=[C:37]([CH:39]([CH3:41])[CH3:40])[CH:36]=[CH:35][C:34]=2[O:42][CH3:43])=[CH:12][C:11]=1[C:9]([OH:10])=[O:8])[C:19]1[CH:20]=[CH:21][CH:22]=[CH:23][CH:24]=1. (3) The product is: [Cl:31][C:25]1[CH:26]=[C:27]([Cl:30])[CH:28]=[CH:29][C:24]=1[C:15]1[C:16]2[CH:21]=[C:20]([C:22]3[NH:12][CH:13]=[N:14][CH:15]=3)[S:19][C:17]=2[N:18]=[C:13]([NH2:12])[N:14]=1. Given the reactants C1(C)C(S(O)(=O)=O)=CC=CC=1.[NH2:12][C:13]1[N:14]=[C:15]([C:24]2[CH:29]=[CH:28][C:27]([Cl:30])=[CH:26][C:25]=2[Cl:31])[C:16]2[CH:21]=[C:20]([CH:22]=O)[S:19][C:17]=2[N:18]=1.C1(C)C=CC(S(N)(=O)=O)=CC=1, predict the reaction product. (4) Given the reactants Br[C:2]1[CH:3]=[CH:4][C:5]([N+:8]([O-:10])=[O:9])=[N:6][CH:7]=1.[CH3:11][C@@H:12]1[CH2:17][NH:16][CH2:15][CH2:14][N:13]1[C:18]([O:20][C:21]([CH3:24])([CH3:23])[CH3:22])=[O:19].C(=O)([O-])[O-].[K+].[K+], predict the reaction product. The product is: [CH3:11][C@@H:12]1[CH2:17][N:16]([C:2]2[CH:7]=[N:6][C:5]([N+:8]([O-:10])=[O:9])=[CH:4][CH:3]=2)[CH2:15][CH2:14][N:13]1[C:18]([O:20][C:21]([CH3:22])([CH3:24])[CH3:23])=[O:19]. (5) The product is: [F:1][C:2]1[CH:3]=[CH:4][C:5]([C:8]2[O:9][C:10]3[CH:21]=[C:20]([N:22]([CH3:27])[S:23]([CH3:26])(=[O:24])=[O:25])[C:19]([C:28]4[CH:29]=[CH:30][CH:31]=[CH:32][CH:33]=4)=[CH:18][C:11]=3[C:12]=2[C:13]([OH:15])=[O:14])=[CH:6][CH:7]=1. Given the reactants [F:1][C:2]1[CH:7]=[CH:6][C:5]([C:8]2[O:9][C:10]3[CH:21]=[C:20]([N:22]([CH3:27])[S:23]([CH3:26])(=[O:25])=[O:24])[C:19]([C:28]4[CH:33]=[CH:32][CH:31]=[CH:30][CH:29]=4)=[CH:18][C:11]=3[C:12]=2[C:13]([O:15]CC)=[O:14])=[CH:4][CH:3]=1.[Li+].[OH-], predict the reaction product.